From a dataset of Forward reaction prediction with 1.9M reactions from USPTO patents (1976-2016). Predict the product of the given reaction. (1) Given the reactants [CH3:1][O:2][C@@H:3]1[O:27][C@H:26]([CH2:28][O:29][CH2:30][C:31]2[CH:36]=[CH:35][C:34]([Cl:37])=[CH:33][C:32]=2[Cl:38])[C@@H:15]([O:16][CH2:17][C:18]2[CH:23]=[CH:22][C:21]([Cl:24])=[CH:20][C:19]=2[Cl:25])[C@H:4]1[O:5]CC1C=CC(Cl)=CC=1Cl, predict the reaction product. The product is: [CH3:1][O:2][C@@H:3]1[O:27][C@H:26]([CH2:28][O:29][CH2:30][C:31]2[CH:36]=[CH:35][C:34]([Cl:37])=[CH:33][C:32]=2[Cl:38])[C@@H:15]([O:16][CH2:17][C:18]2[CH:23]=[CH:22][C:21]([Cl:24])=[CH:20][C:19]=2[Cl:25])[C@H:4]1[OH:5]. (2) Given the reactants [O:1]1[C:6]2[CH:7]=[CH:8][CH:9]=[CH:10][C:5]=2[NH:4][CH2:3][CH2:2]1.[Cl:11][C:12]1[C:13]([OH:21])=[N:14][CH:15]=[C:16]([CH:20]=1)[C:17](O)=[O:18].CCN=C=NCCCN(C)C.Cl, predict the reaction product. The product is: [Cl:11][C:12]1[CH:20]=[C:16]([C:17]([N:4]2[C:5]3[CH:10]=[CH:9][CH:8]=[CH:7][C:6]=3[O:1][CH2:2][CH2:3]2)=[O:18])[CH:15]=[N:14][C:13]=1[OH:21]. (3) Given the reactants Br[C:2]1[CH:3]=[C:4]([C:8]2[C:14]3[CH:15]=[C:16]([O:21][CH3:22])[C:17]([O:19][CH3:20])=[CH:18][C:13]=3[N:12]([CH3:23])[C:11](=[O:24])[CH2:10][N:9]=2)[CH:5]=[CH:6][CH:7]=1.[CH2:25]([NH:28][C:29](=[O:35])[O:30][C:31]([CH3:34])([CH3:33])[CH3:32])[C:26]#[CH:27].C1C=CC(P(C2C=CC=CC=2)C2C=CC=CC=2)=CC=1, predict the reaction product. The product is: [C:31]([O:30][C:29](=[O:35])[NH:28][C:25]#[C:26][CH2:27][C:2]1[CH:7]=[CH:6][CH:5]=[C:4]([C:8]2[C:14]3[CH:15]=[C:16]([O:21][CH3:22])[C:17]([O:19][CH3:20])=[CH:18][C:13]=3[N:12]([CH3:23])[C:11](=[O:24])[CH2:10][N:9]=2)[CH:3]=1)([CH3:34])([CH3:33])[CH3:32].